Dataset: Full USPTO retrosynthesis dataset with 1.9M reactions from patents (1976-2016). Task: Predict the reactants needed to synthesize the given product. (1) Given the product [NH2:24][C:20]1[O:19][C:8]([C:3]2[CH:4]=[CH:5][CH:6]=[CH:7][C:2]=2[F:1])=[C:9]([C:11]2[CH:16]=[CH:15][C:14]([O:17][CH3:18])=[CH:13][CH:12]=2)[C:21]=1[C:22]#[N:23], predict the reactants needed to synthesize it. The reactants are: [F:1][C:2]1[CH:7]=[CH:6][CH:5]=[CH:4][C:3]=1[CH:8]([OH:19])[C:9]([C:11]1[CH:16]=[CH:15][C:14]([O:17][CH3:18])=[CH:13][CH:12]=1)=O.[C:20](#[N:24])[CH2:21][C:22]#[N:23].C(N(CC)CC)C.C(OCC)(=O)C. (2) Given the product [CH2:46]([N:54]1[CH:58]=[C:57]([C:59]2[C:67]3[C:62](=[N:63][CH:64]=[C:65]([C:68]4[CH:69]=[C:70]([NH:74][CH:75]5[CH2:80][CH2:79][N:78]([C:81]([O:83][C:84]([CH3:87])([CH3:86])[CH3:85])=[O:82])[CH2:77][CH2:76]5)[CH:71]=[CH:72][CH:73]=4)[CH:66]=3)[NH:61][CH:60]=2)[CH:56]=[N:55]1)[CH2:47][C:48]1[CH:49]=[CH:50][CH:51]=[CH:52][CH:53]=1, predict the reactants needed to synthesize it. The reactants are: Cl.FC1C=C(C=CC=1)CN1C=C(C2C3C(=NC=C(C4C=CC(C5CCNCC5)=CC=4)C=3)N(S(C3C=CC(C)=CC=3)(=O)=O)C=2)C=N1.[CH2:46]([N:54]1[CH:58]=[C:57]([C:59]2[C:67]3[C:62](=[N:63][CH:64]=[C:65]([C:68]4[CH:69]=[C:70]([NH:74][CH:75]5[CH2:80][CH2:79][N:78]([C:81]([O:83][C:84]([CH3:87])([CH3:86])[CH3:85])=[O:82])[CH2:77][CH2:76]5)[CH:71]=[CH:72][CH:73]=4)[CH:66]=3)[N:61](S(C3C=CC(C)=CC=3)(=O)=O)[CH:60]=2)[CH:56]=[N:55]1)[CH2:47][C:48]1[CH:53]=[CH:52][CH:51]=[CH:50][CH:49]=1.[OH-].[Li+]. (3) The reactants are: C[N:2]([CH3:12])[CH:3]=[C:4]([N+:10]#[C-:11])[C:5]([O:7][CH2:8][CH3:9])=[O:6].[Cl-].[NH4+].[CH3:15][C@H:16]1[CH2:21][CH2:20][C@H](N)[CH2:18][CH2:17]1. Given the product [CH3:15][C@H:16]1[CH2:21][CH2:20][C@H:12]([N:2]2[CH:3]=[C:4]([C:5]([O:7][CH2:8][CH3:9])=[O:6])[N:10]=[CH:11]2)[CH2:18][CH2:17]1, predict the reactants needed to synthesize it. (4) Given the product [Cl:1][C:2]1[CH:10]=[CH:9][C:8]([N:11]2[CH:15]=[CH:14][CH:13]=[CH:12]2)=[CH:7][C:3]=1[C:4]([NH:6][C:16](=[O:20])[NH:36][C:34]1[S:35][C:31]2[CH:30]=[C:29]([S:26]([CH2:25][CH2:24][CH2:23][I:22])(=[O:27])=[O:28])[CH:38]=[CH:37][C:32]=2[N:33]=1)=[O:5], predict the reactants needed to synthesize it. The reactants are: [Cl:1][C:2]1[CH:10]=[CH:9][C:8]([N:11]2[CH:15]=[CH:14][CH:13]=[CH:12]2)=[CH:7][C:3]=1[C:4]([NH2:6])=[O:5].[C:16](Cl)(=[O:20])C(Cl)=O.[I:22][CH2:23][CH2:24][CH2:25][S:26]([C:29]1[CH:38]=[CH:37][C:32]2[N:33]=[C:34]([NH2:36])[S:35][C:31]=2[CH:30]=1)(=[O:28])=[O:27]. (5) The reactants are: [F:1][C:2]1[CH:3]=[C:4]([CH:8](O)[C:9]2[CH:18]=[C:17]([O:19][CH3:20])[CH:16]=[CH:15][C:10]=2[C:11]([NH:13][CH3:14])=[O:12])[CH:5]=[CH:6][CH:7]=1. Given the product [F:1][C:2]1[CH:3]=[C:4]([CH:5]=[CH:6][CH:7]=1)[CH2:8][C:9]1[CH:18]=[C:17]([O:19][CH3:20])[CH:16]=[CH:15][C:10]=1[C:11]([NH:13][CH3:14])=[O:12], predict the reactants needed to synthesize it.